Task: Predict the product of the given reaction.. Dataset: Forward reaction prediction with 1.9M reactions from USPTO patents (1976-2016) (1) Given the reactants Cl[CH2:2][CH2:3][O:4][C:5](=[O:30])[NH:6][CH2:7][CH:8]1[CH2:13][CH2:12][CH:11]([NH:14][C:15]2[S:16][C:17]3[CH2:24][CH2:23][CH2:22][C:21]4[CH:25]=[CH:26][C:27]([F:29])=[CH:28][C:20]=4[C:18]=3[N:19]=2)[CH2:10][CH2:9]1.[H-].[Na+].CCOC(C)=O.Cl, predict the reaction product. The product is: [F:29][C:27]1[CH:26]=[CH:25][C:21]2[CH2:22][CH2:23][CH2:24][C:17]3[S:16][C:15]([NH:14][CH:11]4[CH2:12][CH2:13][CH:8]([CH2:7][N:6]5[CH2:2][CH2:3][O:4][C:5]5=[O:30])[CH2:9][CH2:10]4)=[N:19][C:18]=3[C:20]=2[CH:28]=1. (2) Given the reactants Cl[C:2]1[CH:7]=[C:6]([CH2:8][O:9][Si:10]([C:13]([CH3:16])([CH3:15])[CH3:14])([CH3:12])[CH3:11])[CH:5]=[C:4]([O:17][CH3:18])[N:3]=1.N(C)(C1CCCCC1)C1CCCCC1.[C:33]([O:37][CH2:38][CH2:39][CH2:40][CH3:41])(=[O:36])[CH:34]=[CH2:35].O, predict the reaction product. The product is: [CH3:14][C:13]([Si:10]([CH3:12])([CH3:11])[O:9][CH2:8][C:6]1[CH:5]=[C:4]([O:17][CH3:18])[N:3]=[C:2](/[CH:35]=[CH:34]/[C:33]([O:37][CH2:38][CH2:39][CH2:40][CH3:41])=[O:36])[CH:7]=1)([CH3:16])[CH3:15]. (3) Given the reactants [F:1][C:2]1[CH:9]=[CH:8][C:5]([C:6]#[N:7])=[CH:4][N:3]=1.Cl.[NH2:11][OH:12].C(=O)([O-])[O-].[K+].[K+], predict the reaction product. The product is: [F:1][C:2]1[CH:9]=[CH:8][C:5]([C:6](=[N:11][OH:12])[NH2:7])=[CH:4][N:3]=1. (4) Given the reactants [CH2:1]([O:3][C:4]1[N:9]=[C:8]([CH2:10][C:11]([O:13][CH3:14])=[O:12])[CH:7]=[CH:6][C:5]=1[N+:15]([O-])=O)[CH3:2].COCCOC1N=C(N2CCN(C(=O)C)CC2)C=CC=1[N+]([O-])=O, predict the reaction product. The product is: [NH2:15][C:5]1[CH:6]=[CH:7][C:8]([CH2:10][C:11]([O:13][CH3:14])=[O:12])=[N:9][C:4]=1[O:3][CH2:1][CH3:2]. (5) Given the reactants [F:1][C:2]1[CH:3]=[C:4]([CH:17]=[CH:18][CH:19]=1)[CH2:5][NH:6][C:7]([NH:9]C1SC=C(CI)N=1)=[O:8].CCN(C(C)C)C(C)C.C(=O)([O-])[O-].[K+].[K+].S1CC(=O)NC1=O, predict the reaction product. The product is: [F:1][C:2]1[CH:3]=[C:4]([CH:17]=[CH:18][CH:19]=1)[CH2:5][NH:6][C:7](=[O:8])[NH2:9]. (6) Given the reactants [NH2:1][CH2:2][CH:3]([C:6]1[CH:11]=[CH:10][C:9]([NH:12][C:13]([C:15]2[N:16]([CH2:22][O:23][CH2:24][CH2:25][Si:26]([CH3:29])([CH3:28])[CH3:27])[CH:17]=[C:18]([C:20]#[N:21])[N:19]=2)=[O:14])=[C:8]([C:30]2[CH2:35][CH2:34][CH2:33][CH2:32][CH:31]=2)[CH:7]=1)[CH2:4][NH2:5].CS[C:38](SC)=[N:39][C:40]#[N:41], predict the reaction product. The product is: [C:40]([N:39]=[C:38]1[NH:1][CH2:2][CH:3]([C:6]2[CH:11]=[CH:10][C:9]([NH:12][C:13]([C:15]3[N:16]([CH2:22][O:23][CH2:24][CH2:25][Si:26]([CH3:29])([CH3:27])[CH3:28])[CH:17]=[C:18]([C:20]#[N:21])[N:19]=3)=[O:14])=[C:8]([C:30]3[CH2:35][CH2:34][CH2:33][CH2:32][CH:31]=3)[CH:7]=2)[CH2:4][NH:5]1)#[N:41]. (7) Given the reactants Cl[C:2]1[N:7]=[C:6]([NH2:8])[CH:5]=[CH:4][N:3]=1.[NH:9]1[CH2:14][CH2:13][CH:12]([C:15]([OH:18])([CH3:17])[CH3:16])[CH2:11][CH2:10]1, predict the reaction product. The product is: [NH2:8][C:6]1[CH:5]=[CH:4][N:3]=[C:2]([N:9]2[CH2:14][CH2:13][CH:12]([C:15]([OH:18])([CH3:17])[CH3:16])[CH2:11][CH2:10]2)[N:7]=1.